From a dataset of Catalyst prediction with 721,799 reactions and 888 catalyst types from USPTO. Predict which catalyst facilitates the given reaction. (1) Reactant: C(OC(=O)[NH:7][CH:8]1[CH2:13][CH2:12][NH:11][CH2:10][CH2:9]1)(C)(C)C.[F:15][C:16]1[CH:17]=[C:18]([CH:21]=[C:22]([F:24])[CH:23]=1)[CH2:19]Br.C(N(C(C)C)CC)(C)C.FC(F)(F)C(O)=O. Product: [F:15][C:16]1[CH:17]=[C:18]([CH:21]=[C:22]([F:24])[CH:23]=1)[CH2:19][N:11]1[CH2:10][CH2:9][CH:8]([NH2:7])[CH2:13][CH2:12]1. The catalyst class is: 4. (2) Reactant: [C:1]([O:5][C:6](=[O:24])[NH:7][C@@H:8]1[CH2:13][CH2:12][C@H:11]([N:14]2[CH2:18][CH2:17][C@H:16]([NH2:19])[C:15]2=[O:20])[C@H:10]([CH2:21][CH2:22][CH3:23])[CH2:9]1)([CH3:4])([CH3:3])[CH3:2].[CH:25]([NH:28][C:29](=[O:44])[NH:30][C:31]1[CH:39]=[CH:38][C:37]([C:40]([F:43])([F:42])[F:41])=[CH:36][C:32]=1[C:33](O)=[O:34])([CH3:27])[CH3:26].C(N(C(C)C)CC)C.F[P-](F)(F)(F)(F)F.N1(O[P+](N(C)C)(N(C)C)N(C)C)C2C=CC=CC=2N=N1. Product: [C:1]([O:5][C:6](=[O:24])[NH:7][C@@H:8]1[CH2:13][CH2:12][C@H:11]([N:14]2[CH2:18][CH2:17][C@H:16]([NH:19][C:33](=[O:34])[C:32]3[CH:36]=[C:37]([C:40]([F:43])([F:42])[F:41])[CH:38]=[CH:39][C:31]=3[NH:30][C:29]([NH:28][CH:25]([CH3:26])[CH3:27])=[O:44])[C:15]2=[O:20])[C@H:10]([CH2:21][CH2:22][CH3:23])[CH2:9]1)([CH3:4])([CH3:3])[CH3:2]. The catalyst class is: 3. (3) Reactant: C(N(CC)CC)C.[F:8][C:9]1[C:14]([F:15])=[CH:13][CH:12]=[CH:11][C:10]=1[C@H:16]1[CH2:22][N:21]2[C:23]([CH2:26][C:27]([F:30])([F:29])[F:28])=[CH:24][N:25]=[C:20]2[C@H:19]([NH2:31])[CH2:18][CH2:17]1.Cl[C:33](OC1C=CC([N+]([O-])=O)=CC=1)=[O:34].[CH3:45][C:46]1[CH:47]=[C:48]([CH:53]2[CH2:58][CH2:57][NH:56][CH2:55][CH2:54]2)[C:49](=[O:52])[NH:50][N:51]=1.C(=O)([O-])[O-].[Na+].[Na+]. Product: [F:8][C:9]1[C:14]([F:15])=[CH:13][CH:12]=[CH:11][C:10]=1[C@H:16]1[CH2:22][N:21]2[C:23]([CH2:26][C:27]([F:30])([F:28])[F:29])=[CH:24][N:25]=[C:20]2[C@H:19]([NH:31][C:33]([N:56]2[CH2:57][CH2:58][CH:53]([C:48]3[C:49](=[O:52])[NH:50][N:51]=[C:46]([CH3:45])[CH:47]=3)[CH2:54][CH2:55]2)=[O:34])[CH2:18][CH2:17]1. The catalyst class is: 217. (4) Reactant: [OH:1][CH2:2][C@@H:3]1[CH2:12][N:7]2[CH2:8][CH2:9][NH:10][CH2:11][C@@H:6]2[CH2:5][CH2:4]1.Cl[C:14]1[N:19]=[CH:18][C:17]([F:20])=[CH:16][N:15]=1.C(=O)([O-])[O-].[Na+].[Na+]. Product: [OH:1][CH2:2][C@@H:3]1[CH2:12][N:7]2[CH2:8][CH2:9][N:10]([C:14]3[N:19]=[CH:18][C:17]([F:20])=[CH:16][N:15]=3)[CH2:11][C@@H:6]2[CH2:5][CH2:4]1. The catalyst class is: 6. (5) Reactant: C([O:3][C:4](=[O:17])[C:5]1[CH:10]=[CH:9][C:8]([C:11]2[CH:16]=[CH:15][N:14]=[CH:13][CH:12]=2)=[CH:7][CH:6]=1)C.[ClH:18]. Product: [ClH:18].[N:14]1[CH:15]=[CH:16][C:11]([C:8]2[CH:9]=[CH:10][C:5]([C:4]([OH:17])=[O:3])=[CH:6][CH:7]=2)=[CH:12][CH:13]=1. The catalyst class is: 6. (6) Reactant: [Br:1][C:2]1[CH:7]=[CH:6][C:5]([CH:8]([CH3:13])[CH2:9][C:10](O)=[O:11])=[CH:4][CH:3]=1.B. Product: [Br:1][C:2]1[CH:3]=[CH:4][C:5]([CH:8]([CH3:13])[CH2:9][CH2:10][OH:11])=[CH:6][CH:7]=1. The catalyst class is: 7. (7) Reactant: [Cl:1][C:2]1[C:3]([CH3:20])=[C:4]([N:10]2[C:14](=[O:15])[C:13]3[CH:16]=[CH:17][S:18][C:12]=3[C:11]2=[O:19])[C:5]([CH3:9])=[CH:6][C:7]=1[CH3:8].Br[C:22]1[S:26][C:25]([C:27]2[S:28][CH:29]=[CH:30][CH:31]=2)=[CH:24][CH:23]=1.C(O)(=O)C(C)(C)C.C([O-])([O-])=O.[K+].[K+]. Product: [S:26]1[C:22]([C:17]2[S:18][C:12]3[C:11](=[O:19])[N:10]([C:4]4[C:5]([CH3:9])=[CH:6][C:7]([CH3:8])=[C:2]([Cl:1])[C:3]=4[CH3:20])[C:14](=[O:15])[C:13]=3[CH:16]=2)=[CH:23][CH:24]=[C:25]1[C:27]1[S:28][CH:29]=[CH:30][CH:31]=1. The catalyst class is: 222. (8) Reactant: [H-].[Na+].[NH:3]1[C:11]2[CH2:10][CH2:9][CH2:8][C:7](=[O:12])[C:6]=2[CH:5]=[CH:4]1.[H][H].Cl[CH2:16][CH2:17][N:18]1[CH2:23][CH2:22][N:21]([C:24]2[CH:29]=[CH:28][CH:27]=[C:26]([C:30]([F:33])([F:32])[F:31])[CH:25]=2)[CH2:20][CH2:19]1. Product: [F:33][C:30]([F:31])([F:32])[C:26]1[CH:25]=[C:24]([N:21]2[CH2:20][CH2:19][N:18]([CH2:17][CH2:16][N:3]3[C:11]4[CH2:10][CH2:9][CH2:8][C:7](=[O:12])[C:6]=4[CH:5]=[CH:4]3)[CH2:23][CH2:22]2)[CH:29]=[CH:28][CH:27]=1. The catalyst class is: 9.